Dataset: Full USPTO retrosynthesis dataset with 1.9M reactions from patents (1976-2016). Task: Predict the reactants needed to synthesize the given product. (1) Given the product [CH3:1][N:2]1[CH:6]=[C:5]([C:7]2[CH:12]=[CH:11][C:10]([C:13]3[CH:14]=[N:15][CH:16]=[C:17]4[C:22]=3[N:21]=[C:20]([C:23]3[N:25]=[N:26][NH:27][N:24]=3)[CH:19]=[CH:18]4)=[CH:9][CH:8]=2)[CH:4]=[N:3]1, predict the reactants needed to synthesize it. The reactants are: [CH3:1][N:2]1[CH:6]=[C:5]([C:7]2[CH:12]=[CH:11][C:10]([C:13]3[CH:14]=[N:15][CH:16]=[C:17]4[C:22]=3[N:21]=[C:20]([C:23]#[N:24])[CH:19]=[CH:18]4)=[CH:9][CH:8]=2)[CH:4]=[N:3]1.[N-:25]=[N+:26]=[N-:27].[Na+].O. (2) Given the product [Br:1][C:2]1[CH:3]=[CH:4][C:5]2[S:9](=[O:10])(=[O:11])[N:8]([CH2:15][C:16]([N:18]3[CH2:23][CH2:22][O:21][CH2:20][CH2:19]3)=[O:17])[CH:7]([CH3:12])[C:6]=2[CH:13]=1, predict the reactants needed to synthesize it. The reactants are: [Br:1][C:2]1[CH:3]=[CH:4][C:5]2[S:9](=[O:11])(=[O:10])[NH:8][CH:7]([CH3:12])[C:6]=2[CH:13]=1.Cl[CH2:15][C:16]([N:18]1[CH2:23][CH2:22][O:21][CH2:20][CH2:19]1)=[O:17].C([O-])([O-])=O.[K+].[K+]. (3) Given the product [C:20]([C:17]1[C:8]2[N:9]=[C:10]([C:12]([N:14]([CH3:16])[CH3:15])=[O:13])[O:11][C:7]=2[C:6]([F:22])=[C:5]([C:3]2[N:26]=[C:23]([CH3:24])[S:25][CH:2]=2)[C:18]=1[CH3:19])#[N:21], predict the reactants needed to synthesize it. The reactants are: Br[CH2:2][C:3]([C:5]1[C:18]([CH3:19])=[C:17]([C:20]#[N:21])[C:8]2[N:9]=[C:10]([C:12]([N:14]([CH3:16])[CH3:15])=[O:13])[O:11][C:7]=2[C:6]=1[F:22])=O.[C:23]([NH2:26])(=[S:25])[CH3:24].C(=O)([O-])[O-].[Cs+].[Cs+]. (4) Given the product [F:1][C:2]1[CH:7]=[CH:6][CH:5]=[CH:4][C:3]=1[CH2:8][CH2:9][NH:10][C:22](=[O:23])[C:21]1[CH:20]=[CH:19][C:18]([CH2:17][N:16]2[C:15]3[CH:27]=[CH:28][CH:29]=[CH:30][C:14]=3[N:13]=[C:12]2[CH3:11])=[CH:26][CH:25]=1, predict the reactants needed to synthesize it. The reactants are: [F:1][C:2]1[CH:7]=[CH:6][CH:5]=[CH:4][C:3]=1[CH2:8][CH2:9][NH2:10].[CH3:11][C:12]1[N:16]([CH2:17][C:18]2[CH:26]=[CH:25][C:21]([C:22](O)=[O:23])=[CH:20][CH:19]=2)[C:15]2[CH:27]=[CH:28][CH:29]=[CH:30][C:14]=2[N:13]=1. (5) Given the product [CH2:19]([O:18][C:16]([N:14]1[CH2:15][C@@H:11]([N:8]2[CH2:9][CH2:10][N:5]([S:2]([CH3:1])(=[O:4])=[O:3])[CH2:6][CH2:7]2)[CH2:12][C@H:13]1[C:26]([OH:28])=[O:27])=[O:17])[C:20]1[CH:21]=[CH:22][CH:23]=[CH:24][CH:25]=1, predict the reactants needed to synthesize it. The reactants are: [CH3:1][S:2]([N:5]1[CH2:10][CH2:9][N:8]([C@@H:11]2[CH2:15][N:14]([C:16]([O:18][CH2:19][C:20]3[CH:25]=[CH:24][CH:23]=[CH:22][CH:21]=3)=[O:17])[C@H:13]([C:26]([O:28]C)=[O:27])[CH2:12]2)[CH2:7][CH2:6]1)(=[O:4])=[O:3].[OH-].[Li+].Cl. (6) Given the product [Cl:20][C:8]([C:3]1[S:4][CH:5]=[C:6]([CH3:7])[C:2]=1[Cl:1])=[C:9]([C:15]#[N:16])[C:10]([O:12][CH2:13][CH3:14])=[O:11], predict the reactants needed to synthesize it. The reactants are: [Cl:1][C:2]1[C:6]([CH3:7])=[CH:5][S:4][C:3]=1[C:8](=O)[CH:9]([C:15]#[N:16])[C:10]([O:12][CH2:13][CH3:14])=[O:11].O=P(Cl)(Cl)[Cl:20].CCN(CC)CC. (7) Given the product [Cl:22][C:23]1[CH:24]=[CH:25][C:26]([C:29]([NH:1][C:2]2[CH:3]=[CH:4][C:5]([F:21])=[C:6]([C@:8]3([CH3:20])[C:14]([F:16])([F:15])[C:13]([CH3:17])([CH3:18])[O:12][CH2:11][C:10](=[S:19])[NH:9]3)[CH:7]=2)=[O:30])=[N:27][CH:28]=1, predict the reactants needed to synthesize it. The reactants are: [NH2:1][C:2]1[CH:3]=[CH:4][C:5]([F:21])=[C:6]([C@:8]2([CH3:20])[C:14]([F:16])([F:15])[C:13]([CH3:18])([CH3:17])[O:12][CH2:11][C:10](=[S:19])[NH:9]2)[CH:7]=1.[Cl:22][C:23]1[CH:24]=[CH:25][C:26]([C:29](O)=[O:30])=[N:27][CH:28]=1. (8) Given the product [CH2:40]([O:39][C:10]1[CH:11]=[C:12]([CH2:14][N:15]2[CH2:20][CH2:19][CH:18]([N:21]3[CH2:30][CH2:29][C:28]4[N:27]=[C:26]([CH2:31][CH2:32][CH3:33])[C:25]([C:34]([OH:36])=[O:35])=[CH:24][C:23]=4[C:22]3=[O:38])[CH2:17][CH2:16]2)[CH:13]=[C:8]([O:7][CH2:5][CH3:6])[C:9]=1[C:42]1[CH:43]=[CH:44][C:45]([F:48])=[CH:46][CH:47]=1)[CH3:41], predict the reactants needed to synthesize it. The reactants are: [OH-].[Na+].CO.[CH2:5]([O:7][C:8]1[CH:13]=[C:12]([CH2:14][N:15]2[CH2:20][CH2:19][CH:18]([N:21]3[CH2:30][CH2:29][C:28]4[N:27]=[C:26]([CH2:31][CH2:32][CH3:33])[C:25]([C:34]([O:36]C)=[O:35])=[CH:24][C:23]=4[C:22]3=[O:38])[CH2:17][CH2:16]2)[CH:11]=[C:10]([O:39][CH2:40][CH3:41])[C:9]=1[C:42]1[CH:47]=[CH:46][C:45]([F:48])=[CH:44][CH:43]=1)[CH3:6].Cl. (9) Given the product [C:21]([O:20][C:18]([N:25]1[CH2:30][CH2:29][N:28]([C:9](=[O:11])[CH2:8][CH:7]([C:1]2[CH:2]=[CH:3][CH:4]=[CH:5][CH:6]=2)[C:12]2[CH:17]=[CH:16][CH:15]=[CH:14][CH:13]=2)[CH2:27][CH2:26]1)=[O:19])([CH3:24])([CH3:22])[CH3:23], predict the reactants needed to synthesize it. The reactants are: [C:1]1([CH:7]([C:12]2[CH:17]=[CH:16][CH:15]=[CH:14][CH:13]=2)[CH2:8][C:9]([OH:11])=O)[CH:6]=[CH:5][CH:4]=[CH:3][CH:2]=1.[C:18]([N:25]1[CH2:30][CH2:29][NH:28][CH2:27][CH2:26]1)([O:20][C:21]([CH3:24])([CH3:23])[CH3:22])=[O:19].C(Cl)CCl. (10) Given the product [CH3:1][S:2][C:3]1[N:8]2[N:9]=[C:10]([C:12]([F:15])([F:14])[F:13])[CH:11]=[C:7]2[C:6]([C:16]([OH:21])=[O:17])=[CH:5][CH:4]=1, predict the reactants needed to synthesize it. The reactants are: [CH3:1][S:2][C:3]1[N:8]2[N:9]=[C:10]([C:12]([F:15])([F:14])[F:13])[CH:11]=[C:7]2[C:6]([CH:16]=[O:17])=[CH:5][CH:4]=1.O.O.P([O-])(O)(O)=[O:21].[Na+].CC(=CC)C.Cl([O-])=O.[Na+].[OH-].[Na+].